Dataset: Full USPTO retrosynthesis dataset with 1.9M reactions from patents (1976-2016). Task: Predict the reactants needed to synthesize the given product. (1) The reactants are: [C:1]([O:20][CH2:21][CH2:22]CCCC(OC)=O)([C:14]1[CH:19]=[CH:18][CH:17]=[CH:16][CH:15]=1)([C:8]1[CH:13]=[CH:12][CH:11]=[CH:10][CH:9]=1)[C:2]1[CH:7]=[CH:6][CH:5]=[CH:4][CH:3]=1.C(Cl)(C1C=CC=CC=1)(C1C=CC=CC=1)C1C=CC=CC=1.[CH3:50][O:51][C:52](=[O:65])[CH2:53][CH2:54][CH2:55][CH2:56][CH2:57][CH2:58][CH2:59][CH2:60][CH2:61]CCO. Given the product [CH3:50][O:51][C:52](=[O:65])[CH2:53][CH2:54][CH2:55][CH2:56][CH2:57][CH2:58][CH2:59][CH2:60][CH2:61][CH2:22][CH2:21][O:20][C:1]([C:14]1[CH:15]=[CH:16][CH:17]=[CH:18][CH:19]=1)([C:8]1[CH:13]=[CH:12][CH:11]=[CH:10][CH:9]=1)[C:2]1[CH:3]=[CH:4][CH:5]=[CH:6][CH:7]=1, predict the reactants needed to synthesize it. (2) Given the product [Cl:1][C:2]1[CH:3]=[C:4]([C:12]2[O:16][N:15]=[C:14]([CH2:17][O:18][C:19]3[CH:26]=[CH:25][C:22]([CH2:23][N:27]4[CH2:30][CH:29]([C:31]([OH:33])=[O:32])[CH2:28]4)=[CH:21][CH:20]=3)[CH:13]=2)[CH:5]=[CH:6][C:7]=1[O:8][CH:9]([CH3:11])[CH3:10], predict the reactants needed to synthesize it. The reactants are: [Cl:1][C:2]1[CH:3]=[C:4]([C:12]2[O:16][N:15]=[C:14]([CH2:17][O:18][C:19]3[CH:26]=[CH:25][C:22]([CH:23]=O)=[CH:21][CH:20]=3)[CH:13]=2)[CH:5]=[CH:6][C:7]=1[O:8][CH:9]([CH3:11])[CH3:10].[NH:27]1[CH2:30][CH:29]([C:31]([OH:33])=[O:32])[CH2:28]1.C(O)(=O)C.C([BH3-])#N. (3) Given the product [Cl:8][C:5]1[CH:6]=[CH:7][C:2]([C:17]2[CH:18]=[CH:19][C:20]([O:22][CH3:23])=[CH:21][C:16]=2[F:15])=[N:3][CH:4]=1, predict the reactants needed to synthesize it. The reactants are: Br[C:2]1[CH:7]=[CH:6][C:5]([Cl:8])=[CH:4][N:3]=1.C([O-])([O-])=O.[Na+].[Na+].[F:15][C:16]1[CH:21]=[C:20]([O:22][CH3:23])[CH:19]=[CH:18][C:17]=1B(O)O. (4) The reactants are: Br[C:2]1[N:6]2[CH2:7][C:8]3([C:15]4[CH:20]=[CH:19][C:18]([O:21][CH3:22])=[CH:17][CH:16]=4)[NH:14][CH2:13][CH2:12][N:9]3[C:10](=[O:11])[C:5]2=[CH:4][CH:3]=1.[CH2:23](Cl)Cl.CB1OB(C)OB(C)O1.C1COCC1.[F-].[K+]. Given the product [CH3:22][O:21][C:18]1[CH:19]=[CH:20][C:15]([C:8]23[NH:14][CH2:13][CH2:12][N:9]2[C:10](=[O:11])[C:5]2[N:6]([C:2]([CH3:23])=[CH:3][CH:4]=2)[CH2:7]3)=[CH:16][CH:17]=1, predict the reactants needed to synthesize it.